Task: Regression. Given a peptide amino acid sequence and an MHC pseudo amino acid sequence, predict their binding affinity value. This is MHC class II binding data.. Dataset: Peptide-MHC class II binding affinity with 134,281 pairs from IEDB (1) The peptide sequence is AYCLWMMLLISQAEAALELIT. The MHC is DRB1_0101 with pseudo-sequence DRB1_0101. The binding affinity (normalized) is 0. (2) The peptide sequence is EKKYFFATQFEPLAA. The MHC is DRB1_1602 with pseudo-sequence DRB1_1602. The binding affinity (normalized) is 0.815. (3) The peptide sequence is KLKFNSVIVNPSLNG. The MHC is H-2-IAb with pseudo-sequence H-2-IAb. The binding affinity (normalized) is 0.649. (4) The binding affinity (normalized) is 0.512. The MHC is DRB1_0801 with pseudo-sequence DRB1_0801. The peptide sequence is VKVLRPAPGGKAYMD. (5) The peptide sequence is LNDSGETVKCRAPGG. The MHC is DRB1_1101 with pseudo-sequence DRB1_1101. The binding affinity (normalized) is 0. (6) The peptide sequence is MGQFISFMQEIPTFL. The MHC is DRB1_1302 with pseudo-sequence DRB1_1302. The binding affinity (normalized) is 0.302.